This data is from Full USPTO retrosynthesis dataset with 1.9M reactions from patents (1976-2016). The task is: Predict the reactants needed to synthesize the given product. (1) Given the product [CH2:1]([O:8][C:9]1[CH:10]=[CH:11][C:12]2[C:13]3[N:21]([N:22]=[C:29]([CH3:31])[CH3:30])[C:20]([CH2:23][O:24][CH2:25][CH3:26])=[N:19][C:14]=3[CH:15]=[N:16][C:17]=2[CH:18]=1)[C:2]1[CH:3]=[CH:4][CH:5]=[CH:6][CH:7]=1, predict the reactants needed to synthesize it. The reactants are: [CH2:1]([O:8][C:9]1[CH:10]=[CH:11][C:12]2[C:13]3[N:21]([NH2:22])[C:20]([CH2:23][O:24][CH2:25][CH3:26])=[N:19][C:14]=3[CH:15]=[N:16][C:17]=2[CH:18]=1)[C:2]1[CH:7]=[CH:6][CH:5]=[CH:4][CH:3]=1.CO[C:29](OC)([CH3:31])[CH3:30].C(O)(=O)C. (2) Given the product [ClH:31].[NH2:8][C@@H:12]([CH2:13][C:14]1[CH:19]=[CH:18][C:17]([O:20][C:21]2[CH:26]=[CH:25][C:24]([O:27][CH3:28])=[CH:23][CH:22]=2)=[CH:16][CH:15]=1)[CH2:11][OH:10], predict the reactants needed to synthesize it. The reactants are: C(OC([N:8]1[C@@H:12]([CH2:13][C:14]2[CH:19]=[CH:18][C:17]([O:20][C:21]3[CH:26]=[CH:25][C:24]([O:27][CH3:28])=[CH:23][CH:22]=3)=[CH:16][CH:15]=2)[CH2:11][O:10]C1(C)C)=O)(C)(C)C.[ClH:31].O1CCOCC1. (3) Given the product [C:17]1([CH3:20])[CH:18]=[CH:19][C:14]([C:13]#[C:12][CH2:11][N:9]2[CH:10]=[C:6]([C:4]([OH:5])=[O:3])[CH:7]=[N:8]2)=[CH:15][CH:16]=1, predict the reactants needed to synthesize it. The reactants are: C([O:3][C:4]([C:6]1[CH:7]=[N:8][N:9]([CH2:11][C:12]#[C:13][C:14]2[CH:19]=[CH:18][C:17]([CH3:20])=[CH:16][CH:15]=2)[CH:10]=1)=[O:5])C.[Li+].[OH-]. (4) Given the product [N:11]1([CH2:15][CH2:16][N:17]2[CH:21]=[C:20]([C:22]3[CH:27]=[CH:26][N:25]=[C:24]([C:28]([F:31])([F:29])[F:30])[CH:23]=3)[N:19]=[C:18]2[CH:32]2[CH2:33][CH2:34][N:35]([C:7]3[N:6]=[CH:5][N:4]=[C:3]([NH2:9])[C:2]=3[Br:1])[CH2:36][CH2:37]2)[CH2:12][CH2:13][CH2:14]1, predict the reactants needed to synthesize it. The reactants are: [Br:1][C:2]1[C:3]([NH2:9])=[N:4][CH:5]=[N:6][C:7]=1Cl.Cl.[N:11]1([CH2:15][CH2:16][N:17]2[CH:21]=[C:20]([C:22]3[CH:27]=[CH:26][N:25]=[C:24]([C:28]([F:31])([F:30])[F:29])[CH:23]=3)[N:19]=[C:18]2[CH:32]2[CH2:37][CH2:36][NH:35][CH2:34][CH2:33]2)[CH2:14][CH2:13][CH2:12]1.C(N(C(C)C)C(C)C)C. (5) Given the product [Cl:23][C:24]1[CH:25]=[C:26]([C:16]2[C:15]([C:14]([NH:13][CH2:12][CH2:11][C:5]3[C:4]4[C:8](=[CH:9][CH:10]=[C:2]([Cl:1])[CH:3]=4)[NH:7][CH:6]=3)=[O:22])=[CH:20][CH:19]=[CH:18][CH:17]=2)[CH:27]=[CH:28][CH:29]=1, predict the reactants needed to synthesize it. The reactants are: [Cl:1][C:2]1[CH:3]=[C:4]2[C:8](=[CH:9][CH:10]=1)[NH:7][CH:6]=[C:5]2[CH2:11][CH2:12][NH:13][C:14](=[O:22])[C:15]1[CH:20]=[CH:19][CH:18]=[CH:17][C:16]=1I.[Cl:23][C:24]1[CH:29]=[CH:28][CH:27]=[CH:26][C:25]=1B(O)O.C(=O)([O-])[O-].[Na+].[Na+].